From a dataset of Forward reaction prediction with 1.9M reactions from USPTO patents (1976-2016). Predict the product of the given reaction. (1) The product is: [O:9]=[C:6]1[CH2:7][CH2:8][N:3]([C:10]([O:12][CH2:13][CH:14]2[C:15]3[CH:16]=[CH:17][CH:18]=[CH:19][C:20]=3[C:21]3[C:26]2=[CH:25][CH:24]=[CH:23][CH:22]=3)=[O:11])[CH2:4][CH2:5]1. Given the reactants O.Cl.[NH:3]1[CH2:8][CH2:7][C:6](=[O:9])[CH2:5][CH2:4]1.[C:10](Cl)([O:12][CH2:13][CH:14]1[C:26]2[C:21](=[CH:22][CH:23]=[CH:24][CH:25]=2)[C:20]2[C:15]1=[CH:16][CH:17]=[CH:18][CH:19]=2)=[O:11].C(=O)([O-])[O-].[Na+].[Na+].O1CCOCC1, predict the reaction product. (2) The product is: [F:8][C:6]1[CH:5]=[C:4]([C:9]2[CH:13]=[N:12][N:11]([CH2:16][CH2:15][CH:14]=[O:17])[CH:10]=2)[CH:3]=[C:2]([F:1])[CH:7]=1. Given the reactants [F:1][C:2]1[CH:3]=[C:4]([C:9]2[CH:10]=[N:11][NH:12][CH:13]=2)[CH:5]=[C:6]([F:8])[CH:7]=1.[CH:14](=[O:17])[CH:15]=[CH2:16], predict the reaction product.